From a dataset of Forward reaction prediction with 1.9M reactions from USPTO patents (1976-2016). Predict the product of the given reaction. (1) Given the reactants [CH:1]1[CH:6]=[CH:5][C:4]([CH2:7][C@@H:8]([NH2:12])[C:9]([OH:11])=[O:10])=[CH:3][CH:2]=1.[C:13](=O)([O-])[O-].[K+].[K+].Br[CH2:20][C:21]([O:23][C:24]([CH3:27])([CH3:26])[CH3:25])=[O:22].[C:28](O)(=O)[CH2:29][C:30]([CH2:35][C:36](O)=O)(C(O)=O)O, predict the reaction product. The product is: [CH3:25][C:24]([CH3:27])([O:23][C:21](=[O:22])[CH2:20][NH:12][C@@H:8]([C:9]([OH:11])=[O:10])[CH:7]([C:28]1[CH:29]=[CH:30][CH:35]=[CH:36][CH:13]=1)[C:4]1[CH:3]=[CH:2][CH:1]=[CH:6][CH:5]=1)[CH3:26]. (2) The product is: [Si:32]([O:1][C@H:2]1[CH2:22][N:5]2[C:6](=[O:21])[C@@H:7]([CH2:11][C:12]3[C:20]4[C:15](=[CH:16][CH:17]=[CH:18][CH:19]=4)[NH:14][CH:13]=3)[NH:8][C:9](=[O:10])[C@@H:4]2[CH2:3]1)([C:28]([CH3:31])([CH3:30])[CH3:29])([C:39]1[CH:40]=[CH:41][CH:42]=[CH:43][CH:44]=1)[C:33]1[CH:38]=[CH:37][CH:36]=[CH:35][CH:34]=1. Given the reactants [OH:1][C@H:2]1[CH2:22][N:5]2[C:6](=[O:21])[C@@H:7]([CH2:11][C:12]3[C:20]4[C:15](=[CH:16][CH:17]=[CH:18][CH:19]=4)[NH:14][CH:13]=3)[NH:8][C:9](=[O:10])[C@@H:4]2[CH2:3]1.N1C=CN=C1.[C:28]([Si:32](Cl)([C:39]1[CH:44]=[CH:43][CH:42]=[CH:41][CH:40]=1)[C:33]1[CH:38]=[CH:37][CH:36]=[CH:35][CH:34]=1)([CH3:31])([CH3:30])[CH3:29], predict the reaction product. (3) Given the reactants [OH:1][C:2]1[CH:11]=[C:10]([O:12][CH3:13])[CH:9]=[CH:8][C:3]=1[C:4]([O:6]C)=[O:5].C(=O)([O-])[O-].[K+].[K+].[CH3:20][O:21][CH2:22]Cl, predict the reaction product. The product is: [CH3:13][O:12][C:10]1[CH:9]=[CH:8][C:3]([C:4]([OH:6])=[O:5])=[C:2]([O:1][CH2:20][O:21][CH3:22])[CH:11]=1. (4) Given the reactants C1(P(C2C=CC=CC=2)C2C=CC=CC=2)C=CC=CC=1.[C:20]([C:24]1[CH:25]=[C:26]([CH:30]=[C:31]([CH2:33]O)[CH:32]=1)[C:27]([OH:29])=[O:28])([CH3:23])([CH3:22])[CH3:21].Br[N:36]1[C:40](=O)[CH2:39][CH2:38][C:37]1=O.N1CCCC1, predict the reaction product. The product is: [C:20]([C:24]1[CH:25]=[C:26]([CH:30]=[C:31]([CH2:33][N:36]2[CH2:40][CH2:39][CH2:38][CH2:37]2)[CH:32]=1)[C:27]([OH:29])=[O:28])([CH3:23])([CH3:22])[CH3:21]. (5) Given the reactants C([Si](C)(C)[O:6][C@H:7]1[CH2:13][CH2:12][C@H:11]2[N:14]([CH2:15][CH:16]=[CH2:17])[C@:8]1([C:18]1[CH:23]=[CH:22][CH:21]=[CH:20][CH:19]=1)[CH2:9][CH2:10]2)(C)(C)C.Cl, predict the reaction product. The product is: [C:18]1([C@@:8]23[N:14]([CH2:15][CH:16]=[CH2:17])[C@@H:11]([CH2:10][CH2:9]2)[CH2:12][CH2:13][C@@H:7]3[OH:6])[CH:19]=[CH:20][CH:21]=[CH:22][CH:23]=1. (6) Given the reactants [CH3:1][O:2][CH2:3][CH2:4][C:5]1[CH:6]=[C:7]([CH3:14])[C:8]([CH3:13])=[C:9]([CH2:11][OH:12])[CH:10]=1.C(N(CC)CC)C.[CH3:22][S:23](Cl)(=[O:25])=[O:24], predict the reaction product. The product is: [CH3:22][S:23]([O:12][CH2:11][C:9]1[CH:10]=[C:5]([CH2:4][CH2:3][O:2][CH3:1])[CH:6]=[C:7]([CH3:14])[C:8]=1[CH3:13])(=[O:25])=[O:24]. (7) Given the reactants [Na].[CH:2](OCC)=O.[CH:7]1([CH2:10][C:11]#[N:12])[CH2:9][CH2:8]1.[NH2:13][NH2:14], predict the reaction product. The product is: [CH:7]1([C:10]2[CH:2]=[N:14][NH:13][C:11]=2[NH2:12])[CH2:9][CH2:8]1. (8) Given the reactants [CH3:1][N:2]([CH3:26])[C:3]([C:5]1[C:6]2[CH2:7][CH2:8][CH2:9][O:10][C:11]=2[C:12]2[N:16]=[C:15]([C:17]3C=CC=C(C)C=3C)[NH:14][C:13]=2[CH:25]=1)=[O:4].C[CH2:28][CH2:29][CH2:30][CH2:31][CH2:32][CH3:33].[CH2:34](O)C.C(NCC)C, predict the reaction product. The product is: [CH3:1][N:2]([CH3:26])[C:3]([C:5]1[C:6]2[CH2:7][CH2:8][C@H:9]([C:28]3[CH:29]=[CH:30][CH:31]=[CH:32][CH:33]=3)[O:10][C:11]=2[C:12]2[N:16]=[C:15]([CH3:17])[N:14]([CH3:34])[C:13]=2[CH:25]=1)=[O:4]. (9) Given the reactants [CH:1]1([C:4]2[C:5]([C:10]3[CH:15]=[CH:14][C:13]([CH2:16][C:17]([O:19]C)=[O:18])=[CH:12][CH:11]=3)=[N:6][CH:7]=[CH:8][N:9]=2)[CH2:3][CH2:2]1.[Li+].[OH-].Cl, predict the reaction product. The product is: [CH:1]1([C:4]2[C:5]([C:10]3[CH:15]=[CH:14][C:13]([CH2:16][C:17]([OH:19])=[O:18])=[CH:12][CH:11]=3)=[N:6][CH:7]=[CH:8][N:9]=2)[CH2:2][CH2:3]1. (10) Given the reactants [NH2:1][C:2]1[C:11]([C:12]([O-:14])=[O:13])=[CH:10][CH:9]=[C:8]2[C:3]=1[C:4]([C:17]1[CH:22]=[CH:21][CH:20]=[C:19]([NH2:23])[CH:18]=1)=[N:5][C:6]([S:15][CH3:16])=[N:7]2.[OH-].[K+].Cl, predict the reaction product. The product is: [NH2:1][C:2]1[C:11]([C:12]([OH:14])=[O:13])=[CH:10][CH:9]=[C:8]2[C:3]=1[C:4]([C:17]1[CH:22]=[CH:21][CH:20]=[C:19]([NH2:23])[CH:18]=1)=[N:5][C:6]([S:15][CH3:16])=[N:7]2.